From a dataset of Forward reaction prediction with 1.9M reactions from USPTO patents (1976-2016). Predict the product of the given reaction. (1) Given the reactants [F:1][C:2]1[C:3]([CH3:18])=[C:4]([CH:8]=[CH:9][C:10]=1[C:11]([F:17])([F:16])[C:12]([F:15])([F:14])[F:13])[C:5]([OH:7])=[O:6].S(=O)(=O)(O)O.[CH3:24]O, predict the reaction product. The product is: [F:1][C:2]1[C:3]([CH3:18])=[C:4]([CH:8]=[CH:9][C:10]=1[C:11]([F:16])([F:17])[C:12]([F:13])([F:14])[F:15])[C:5]([O:7][CH3:24])=[O:6]. (2) Given the reactants C([O:5][CH2:6][CH2:7][CH2:8][CH2:9][C:10]([CH3:25])([CH3:24])[CH2:11][C:12]#[C:13][C:14]([C:20]([F:23])([F:22])[F:21])([OH:19])[C:15]([F:18])([F:17])[F:16])(C)(C)C.[H][H], predict the reaction product. The product is: [F:16][C:15]([F:17])([F:18])[C:14]([C:20]([F:21])([F:22])[F:23])([OH:19])/[CH:13]=[CH:12]\[CH2:11][C:10]([CH3:25])([CH3:24])[CH2:9][CH2:8][CH2:7][CH2:6][OH:5].